Dataset: Forward reaction prediction with 1.9M reactions from USPTO patents (1976-2016). Task: Predict the product of the given reaction. Given the reactants [Cl:1][C:2]1[CH:10]=[CH:9][C:8]([O:11][CH2:12][C:13]2[CH:18]=[CH:17][CH:16]=[C:15]([Cl:19])[CH:14]=2)=[CH:7][C:3]=1[C:4]([OH:6])=O.C(Cl)(=O)C(Cl)=O.C(N(CC)CC)C.[NH2:33][C:34]1[CH:39]=[CH:38][C:37]([CH2:40][C:41]([O:43][CH2:44][CH3:45])=[O:42])=[C:36]([F:46])[C:35]=1[Cl:47], predict the reaction product. The product is: [Cl:47][C:35]1[C:36]([F:46])=[C:37]([CH2:40][C:41]([O:43][CH2:44][CH3:45])=[O:42])[CH:38]=[CH:39][C:34]=1[NH:33][C:4]([C:3]1[CH:7]=[C:8]([O:11][CH2:12][C:13]2[CH:18]=[CH:17][CH:16]=[C:15]([Cl:19])[CH:14]=2)[CH:9]=[CH:10][C:2]=1[Cl:1])=[O:6].